From a dataset of Catalyst prediction with 721,799 reactions and 888 catalyst types from USPTO. Predict which catalyst facilitates the given reaction. (1) Reactant: [C:1]([O:4][CH2:5][C:6]([O:8]/[N:9]=[C:10](/[NH2:36])\[C:11]1[CH:16]=[CH:15][C:14]([C:17]([CH3:35])([C:21]2[CH:26]=[CH:25][C:24]([O:27][CH2:28][C:29]3[CH:34]=[CH:33][CH:32]=[CH:31][N:30]=3)=[CH:23][CH:22]=2)[CH:18]([CH3:20])[CH3:19])=[CH:13][CH:12]=1)=O)(=[O:3])[CH3:2]. Product: [C:1]([O:4][CH2:5][C:6]1[O:8][N:9]=[C:10]([C:11]2[CH:16]=[CH:15][C:14]([C:17]([CH3:35])([C:21]3[CH:22]=[CH:23][C:24]([O:27][CH2:28][C:29]4[CH:34]=[CH:33][CH:32]=[CH:31][N:30]=4)=[CH:25][CH:26]=3)[CH:18]([CH3:20])[CH3:19])=[CH:13][CH:12]=2)[N:36]=1)(=[O:3])[CH3:2]. The catalyst class is: 113. (2) Reactant: [Br:1][C:2]1[C:3]([F:12])=[C:4]2[C:10]([NH2:11])=[CH:9][NH:8][C:5]2=[N:6][CH:7]=1.[CH3:13][C:14]1[N:22]=[CH:21][CH:20]=[CH:19][C:15]=1[C:16](O)=[O:17].O=C1N(P(Cl)(N2CCOC2=O)=O)CCO1.C(N(CC)CC)C.[Li+].[OH-]. Product: [Br:1][C:2]1[C:3]([F:12])=[C:4]2[C:10]([NH:11][C:16](=[O:17])[C:15]3[CH:19]=[CH:20][CH:21]=[N:22][C:14]=3[CH3:13])=[CH:9][NH:8][C:5]2=[N:6][CH:7]=1. The catalyst class is: 2. (3) Reactant: C[O:2][C:3](=[O:36])[CH2:4][CH2:5][CH2:6][CH2:7][CH2:8][NH:9][C:10]1[C:11]2[C:18]([C:19]3[CH:24]=[CH:23][C:22]([O:25][CH3:26])=[CH:21][CH:20]=3)=[C:17]([C:27]3[C:32]([O:33][CH3:34])=[CH:31][CH:30]=[CH:29][C:28]=3[F:35])[O:16][C:12]=2[N:13]=[CH:14][N:15]=1.[OH-].[Na+].Cl.O. Product: [F:35][C:28]1[CH:29]=[CH:30][CH:31]=[C:32]([O:33][CH3:34])[C:27]=1[C:17]1[O:16][C:12]2[N:13]=[CH:14][N:15]=[C:10]([NH:9][CH2:8][CH2:7][CH2:6][CH2:5][CH2:4][C:3]([OH:36])=[O:2])[C:11]=2[C:18]=1[C:19]1[CH:24]=[CH:23][C:22]([O:25][CH3:26])=[CH:21][CH:20]=1. The catalyst class is: 346. (4) Reactant: Cl[C:2]1[C:11]2[C:6](=[C:7]([CH2:12][NH2:13])[CH:8]=[CH:9][CH:10]=2)[N:5]=[CH:4][CH:3]=1.C([O-])([O-])=O.[K+].[K+].[OH:20][C:21]1[CH:29]=[CH:28][C:24]([C:25]([NH2:27])=[O:26])=[CH:23][CH:22]=1. Product: [NH2:13][CH2:12][C:7]1[CH:8]=[CH:9][CH:10]=[C:11]2[C:6]=1[N:5]=[CH:4][CH:3]=[C:2]2[O:20][C:21]1[CH:29]=[CH:28][C:24]([C:25]([NH2:27])=[O:26])=[CH:23][CH:22]=1. The catalyst class is: 3. (5) Reactant: C(=O)([O-])[O-].[K+].[K+].[CH2:7]([O:9][C:10](=[O:15])[C:11](Br)([CH3:13])[CH3:12])[CH3:8].[F:16][C:17]1[CH:18]=[C:19]([OH:26])[CH:20]=[CH:21][C:22]=1[N+:23]([O-:25])=[O:24].C(O)(=O)CC(CC(O)=O)(C(O)=O)O. Product: [CH2:7]([O:9][C:10](=[O:15])[C:11]([O:26][C:19]1[CH:20]=[CH:21][C:22]([N+:23]([O-:25])=[O:24])=[C:17]([F:16])[CH:18]=1)([CH3:13])[CH3:12])[CH3:8]. The catalyst class is: 197.